This data is from Full USPTO retrosynthesis dataset with 1.9M reactions from patents (1976-2016). The task is: Predict the reactants needed to synthesize the given product. (1) Given the product [CH3:1][C:2]1[CH:21]=[CH:20][CH:19]=[C:18]([CH3:22])[C:3]=1[CH2:4][O:5][C:6]1[CH:7]=[C:8]([CH2:12][C:13]([OH:15])=[O:14])[CH:9]=[CH:10][CH:11]=1, predict the reactants needed to synthesize it. The reactants are: [CH3:1][C:2]1[CH:21]=[CH:20][CH:19]=[C:18]([CH3:22])[C:3]=1[CH2:4][O:5][C:6]1[CH:7]=[C:8]([CH2:12][C:13]([O:15]CC)=[O:14])[CH:9]=[CH:10][CH:11]=1.[OH-].[Na+].Cl. (2) Given the product [Cl:25][C:26]1[N:31]=[C:30]([NH:32][C:14]([C:11]2([C:9]3[CH:8]=[CH:7][C:5]4[O:6][C:2]([F:17])([F:1])[O:3][C:4]=4[CH:10]=3)[CH2:13][CH2:12]2)=[O:15])[CH:29]=[CH:28][C:27]=1[CH2:33][CH3:34], predict the reactants needed to synthesize it. The reactants are: [F:1][C:2]1([F:17])[O:6][C:5]2[CH:7]=[CH:8][C:9]([C:11]3([C:14](Cl)=[O:15])[CH2:13][CH2:12]3)=[CH:10][C:4]=2[O:3]1.C(N(CC)CC)C.[Cl:25][C:26]1[N:31]=[C:30]([NH2:32])[CH:29]=[CH:28][C:27]=1[CH2:33][CH3:34]. (3) Given the product [CH3:13][O:5][C:4](=[O:6])[C:3]1[CH:7]=[CH:8][CH:9]=[N:10][C:2]=1[Cl:1], predict the reactants needed to synthesize it. The reactants are: [Cl:1][C:2]1[N:10]=[CH:9][CH:8]=[CH:7][C:3]=1[C:4]([OH:6])=[O:5].CI.[C:13](=O)([O-])[O-].[K+].[K+].C(OCC)(=O)C. (4) Given the product [CH2:1]([O:3][C:4](=[O:31])[C:5]([O:8][C:9]1[CH:14]=[CH:13][C:12]([O:15][CH2:16][CH2:17][C:18]2[N:19]=[C:20]([C:24]3[CH:29]=[CH:28][C:27]([C:33]4[S:32][CH:36]=[CH:35][CH:34]=4)=[CH:26][CH:25]=3)[O:21][C:22]=2[CH3:23])=[CH:11][CH:10]=1)([CH3:7])[CH3:6])[CH3:2], predict the reactants needed to synthesize it. The reactants are: [CH2:1]([O:3][C:4](=[O:31])[C:5]([O:8][C:9]1[CH:14]=[CH:13][C:12]([O:15][CH2:16][CH2:17][C:18]2[N:19]=[C:20]([C:24]3[CH:29]=[CH:28][C:27](Br)=[CH:26][CH:25]=3)[O:21][C:22]=2[CH3:23])=[CH:11][CH:10]=1)([CH3:7])[CH3:6])[CH3:2].[S:32]1[CH:36]=[CH:35][CH:34]=[C:33]1B(O)O.C1(C)C=CC=CC=1.C(=O)([O-])[O-].[Na+].[Na+]. (5) Given the product [C:1]([C:4]1[C:22](=[O:23])[C@@:8]2([CH3:24])[C:9]3[C:15]([OH:16])=[CH:14][C:13]([O:17][CH3:18])=[C:12]([C:19]([NH:21][CH2:41][C:34]4[C:35]5[C:40](=[CH:39][CH:38]=[CH:37][CH:36]=5)[C:31]([O:30][CH2:26][C:27]#[C:28][CH3:29])=[CH:32][CH:33]=4)=[O:20])[C:10]=3[O:11][C:7]2=[CH:6][C:5]=1[OH:25])(=[O:3])[CH3:2], predict the reactants needed to synthesize it. The reactants are: [C:1]([C:4]1[C:22](=[O:23])[C@@:8]2([CH3:24])[C:9]3[C:15]([OH:16])=[CH:14][C:13]([O:17][CH3:18])=[C:12]([C:19]([NH2:21])=[O:20])[C:10]=3[O:11][C:7]2=[CH:6][C:5]=1[OH:25])(=[O:3])[CH3:2].[CH2:26]([O:30][C:31]1[C:40]2[C:35](=[CH:36][CH:37]=[CH:38][CH:39]=2)[C:34]([CH:41]=O)=[CH:33][CH:32]=1)[C:27]#[C:28][CH3:29].C([SiH](CC)CC)C.FC(F)(F)C(O)=O.